The task is: Predict the reaction yield, written as a fraction of the theoretical maximum amount of product (1.0 means a 100% yield; for example, 0.34 means a 34% yield).. This data is from Reaction yield outcomes from USPTO patents with 853,638 reactions. (1) The reactants are C(O[C:6]([N:8]1[CH2:13][CH2:12][N:11]([C:14]2[C:18]3[CH:19]=[CH:20][CH:21]=[CH:22][C:17]=3[O:16][N:15]=2)[CH2:10][CH2:9]1)=O)(C)(C)C.FC(F)(F)C(O)=O.[O:30]1C[CH:31]1[CH2:33][N:34]1[C:42]2[CH2:41][CH2:40][N:39]([C:43](=[O:45])[CH3:44])[CH2:38][C:37]=2[C:36]([C:46]2[CH:51]=[CH:50][C:49]([C:52]([F:55])([F:54])[F:53])=[CH:48][CH:47]=2)=[N:35]1. The catalyst is C(Cl)Cl. The product is [O:16]1[C:17]2[CH:22]=[CH:21][CH:20]=[CH:19][C:18]=2[C:14]([N:11]2[CH2:10][CH2:9][N:8]([CH2:6][CH:31]([OH:30])[CH2:33][N:34]3[C:42]4[CH2:41][CH2:40][N:39]([C:43](=[O:45])[CH3:44])[CH2:38][C:37]=4[C:36]([C:46]4[CH:51]=[CH:50][C:49]([C:52]([F:55])([F:54])[F:53])=[CH:48][CH:47]=4)=[N:35]3)[CH2:13][CH2:12]2)=[N:15]1. The yield is 0.680. (2) The reactants are C[O:2][C:3]([C:5]1[N:13]=[C:12]([C:14]2[CH:19]=[CH:18][C:17]([Cl:20])=[C:16]([O:21][CH3:22])[C:15]=2[F:23])[N:11]=[C:10]2[C:6]=1[N:7](C)[CH:8]=[N:9]2)=[O:4].Cl.C(OCC)(=O)C. The catalyst is [OH-].[Na+]. The product is [NH2:9][C:10]1[N:11]=[C:12]([C:14]2[CH:19]=[CH:18][C:17]([Cl:20])=[C:16]([O:21][CH3:22])[C:15]=2[F:23])[N:13]=[C:5]([C:3]([OH:4])=[O:2])[C:6]=1[NH:7][CH3:8]. The yield is 0.530. (3) The reactants are [Si]([O:8][C:9]1[CH:31]=[CH:30][C:12]([O:13][CH2:14][C:15]2[CH:16]=[N:17][C:18]([NH:21][C:22]3[CH:27]=[CH:26][C:25]([Cl:28])=[C:24]([Cl:29])[CH:23]=3)=[N:19][CH:20]=2)=[CH:11][CH:10]=1)(C(C)(C)C)(C)C.CCCC[N+](CCCC)(CCCC)CCCC.[F-]. The catalyst is C1COCC1. The product is [Cl:29][C:24]1[CH:23]=[C:22]([NH:21][C:18]2[N:17]=[CH:16][C:15]([CH2:14][O:13][C:12]3[CH:30]=[CH:31][C:9]([OH:8])=[CH:10][CH:11]=3)=[CH:20][N:19]=2)[CH:27]=[CH:26][C:25]=1[Cl:28]. The yield is 0.340. (4) The reactants are Cl[CH2:2][C:3](=O)[C:4](=[N:8][O:9][CH2:10][C:11]([O:13][CH3:14])=[O:12])[C:5]([OH:7])=[O:6].C(=O)([O-])O.[Na+].[NH2:21][C:22]([NH2:24])=[S:23].N.Cl. The catalyst is O. The product is [OH2:6].[NH2:24][C:22]1[S:23][CH:2]=[C:3]([C:4](=[N:8][O:9][CH2:10][C:11]([O:13][CH3:14])=[O:12])[C:5]([OH:7])=[O:6])[N:21]=1. The yield is 0.965.